This data is from Reaction yield outcomes from USPTO patents with 853,638 reactions. The task is: Predict the reaction yield, written as a fraction of the theoretical maximum amount of product (1.0 means a 100% yield; for example, 0.34 means a 34% yield). (1) The reactants are [CH3:1][C:2]1[CH:7]=[C:6]([CH3:8])[NH:5][C:4](=[O:9])[C:3]=1[CH2:10][NH:11][C:12]([C:14]1[C:15]2[CH:28]=[N:27][N:26]([CH:29]([CH3:31])[CH3:30])[C:16]=2[N:17]=[C:18]([C:20]2[CH2:21][CH2:22][NH:23][CH2:24][CH:25]=2)[CH:19]=1)=[O:13].CCN(CC)CC.[NH:39]1[CH2:44][CH2:43][CH2:42][CH:41]([C:45](O)=[O:46])[CH2:40]1.C1CN([P+](ON2N=NC3C=CC=CC2=3)(N2CCCC2)N2CCCC2)CC1.F[P-](F)(F)(F)(F)F. The catalyst is CS(C)=O.O. The product is [CH3:1][C:2]1[CH:7]=[C:6]([CH3:8])[NH:5][C:4](=[O:9])[C:3]=1[CH2:10][NH:11][C:12]([C:14]1[C:15]2[CH:28]=[N:27][N:26]([CH:29]([CH3:31])[CH3:30])[C:16]=2[N:17]=[C:18]([C:20]2[CH2:21][CH2:22][N:23]([C:45]([CH:41]3[CH2:42][CH2:43][CH2:44][NH:39][CH2:40]3)=[O:46])[CH2:24][CH:25]=2)[CH:19]=1)=[O:13]. The yield is 0.850. (2) The reactants are [C:1](#[N:5])[CH2:2][C:3]#[N:4].Br[CH2:7][CH2:8][C:9]([F:13])=[C:10]([F:12])[F:11].CC(C)([O-])C.[K+]. The catalyst is [Br-].C([N+](CCCC)(CCCC)CCCC)CCC.O. The product is [F:13][C:9](=[C:10]([F:12])[F:11])[CH2:8][CH2:7][CH:2]([C:1]#[N:5])[C:3]#[N:4]. The yield is 0.260. (3) The reactants are [C:1]1([CH3:25])[CH:6]=[CH:5][C:4]([S:7]([CH2:10][CH2:11][O:12][C:13](=[O:24])[CH2:14][CH2:15][C:16]2[CH:21]=[CH:20][CH:19]=[CH:18][C:17]=2[O:22][CH3:23])(=[O:9])=[O:8])=[CH:3][CH:2]=1.[Cl:26][S:27](O)(=[O:29])=[O:28]. The catalyst is C(Cl)Cl. The product is [C:1]1([CH3:25])[CH:6]=[CH:5][C:4]([S:7]([CH2:10][CH2:11][O:12][C:13](=[O:24])[CH2:14][CH2:15][C:16]2[CH:21]=[C:20]([S:27]([Cl:26])(=[O:29])=[O:28])[CH:19]=[CH:18][C:17]=2[O:22][CH3:23])(=[O:8])=[O:9])=[CH:3][CH:2]=1. The yield is 0.740. (4) The reactants are C(O)(C(F)(F)F)=O.C(OC([N:15]([C:23]1[C:28]([C:29]#[CH:30])=[N:27][C:26]([C:31]2[CH:36]=[CH:35][C:34]([S:37]([CH:40]([CH3:42])[CH3:41])(=[O:39])=[O:38])=[CH:33][CH:32]=2)=[CH:25][N:24]=1)C(=O)OC(C)(C)C)=O)(C)(C)C. The catalyst is C(Cl)Cl. The product is [C:29]([C:28]1[C:23]([NH2:15])=[N:24][CH:25]=[C:26]([C:31]2[CH:32]=[CH:33][C:34]([S:37]([CH:40]([CH3:41])[CH3:42])(=[O:39])=[O:38])=[CH:35][CH:36]=2)[N:27]=1)#[CH:30]. The yield is 0.930. (5) The reactants are Br[C:2]1[S:6][C:5]([S:7]([NH:10][C:11]2[CH:19]=[CH:18][C:14]([C:15]([OH:17])=[O:16])=[C:13]([OH:20])[CH:12]=2)(=[O:9])=[O:8])=[CH:4][CH:3]=1.[F:21][C:22]1[CH:27]=[CH:26][C:25]([F:28])=[CH:24][C:23]=1B(O)O. No catalyst specified. The product is [F:21][C:22]1[CH:27]=[CH:26][C:25]([F:28])=[CH:24][C:23]=1[C:2]1[S:6][C:5]([S:7]([NH:10][C:11]2[CH:19]=[CH:18][C:14]([C:15]([OH:17])=[O:16])=[C:13]([OH:20])[CH:12]=2)(=[O:9])=[O:8])=[CH:4][CH:3]=1. The yield is 0.740. (6) The reactants are [Cl:1][C:2]1[C:7]([C:8]2[CH:9]=[C:10]3[C:14](=[CH:15][CH:16]=2)[NH:13][N:12]=[CH:11]3)=[CH:6][CH:5]=[CH:4][N:3]=1.Br[C:18]1C=C2C(=CC=1)N(C(OC(C)(C)C)=O)N=C2C.ClC1C(B2OC(C)(C)C(C)(C)O2)=CC=CN=1.C([O-])([O-])=O.[Na+].[Na+]. The catalyst is O1CCOCC1.C1C=CC([P]([Pd]([P](C2C=CC=CC=2)(C2C=CC=CC=2)C2C=CC=CC=2)([P](C2C=CC=CC=2)(C2C=CC=CC=2)C2C=CC=CC=2)[P](C2C=CC=CC=2)(C2C=CC=CC=2)C2C=CC=CC=2)(C2C=CC=CC=2)C2C=CC=CC=2)=CC=1. The product is [Cl:1][C:2]1[C:7]([C:8]2[CH:9]=[C:10]3[C:14](=[CH:15][CH:16]=2)[NH:13][N:12]=[C:11]3[CH3:18])=[CH:6][CH:5]=[CH:4][N:3]=1. The yield is 0.430. (7) The reactants are [C:1]([O:4][CH2:5][C@H:6]([CH3:19])[CH2:7][CH:8]([NH:15][C:16](=[O:18])[CH3:17])[C:9]1[S:10][C:11](Br)=[CH:12][CH:13]=1)(=[O:3])[CH3:2].[C:20]1([CH2:26][CH2:27][CH2:28][C:29]#[CH:30])[CH:25]=[CH:24][CH:23]=[CH:22][CH:21]=1.C(N(CC)CC)C.O. The catalyst is CN(C)C=O.[Cu]I.Cl[Pd](Cl)([P](C1C=CC=CC=1)(C1C=CC=CC=1)C1C=CC=CC=1)[P](C1C=CC=CC=1)(C1C=CC=CC=1)C1C=CC=CC=1. The product is [C:1]([O:4][CH2:5][C@H:6]([CH3:19])[CH2:7][CH:8]([NH:15][C:16](=[O:18])[CH3:17])[C:9]1[S:10][C:11]([C:30]#[C:29][CH2:28][CH2:27][CH2:26][C:20]2[CH:25]=[CH:24][CH:23]=[CH:22][CH:21]=2)=[CH:12][CH:13]=1)(=[O:3])[CH3:2]. The yield is 0.750.